From a dataset of Full USPTO retrosynthesis dataset with 1.9M reactions from patents (1976-2016). Predict the reactants needed to synthesize the given product. (1) Given the product [F:12][C:11]([F:13])([F:14])/[C:10](/[C:15]1[C:24]([O:25][CH2:26][CH2:27][CH3:28])=[CH:23][C:22]2[C:21]([CH3:30])([CH3:29])[CH2:20][CH2:19][C:18]([CH3:32])([CH3:31])[C:17]=2[CH:16]=1)=[CH:9]\[CH:8]=[CH:7]\[C:6](\[CH3:33])=[CH:5]\[C:4]([OH:34])=[O:3], predict the reactants needed to synthesize it. The reactants are: C([O:3][C:4](=[O:34])/[CH:5]=[C:6](\[CH3:33])/[CH:7]=[CH:8]/[CH:9]=[C:10](/[C:15]1[C:24]([O:25][CH2:26][CH2:27][CH3:28])=[CH:23][C:22]2[C:21]([CH3:30])([CH3:29])[CH2:20][CH2:19][C:18]([CH3:32])([CH3:31])[C:17]=2[CH:16]=1)\[C:11]([F:14])([F:13])[F:12])C.[OH-].[Na+].CCO. (2) Given the product [Cl:28][C:2]([Cl:1])([Cl:27])[CH2:3][O:4][C:5]([C@@H:7]1[CH2:12][CH2:11][CH2:10][N:9]([C:13](=[O:15])[C@@H:44]([NH:43][C:41]([O:40][C:36]([CH3:39])([CH3:38])[CH3:37])=[O:42])[CH2:48][O:49][CH2:50][C:51]2([CH3:55])[CH2:54][O:53][CH2:52]2)[NH:8]1)=[O:6], predict the reactants needed to synthesize it. The reactants are: [Cl:1][C:2]([Cl:28])([Cl:27])[CH2:3][O:4][C:5]([C@@H:7]1[CH2:12][CH2:11][CH2:10][N:9]([C:13]([O:15]C(C)(C)C)=O)[N:8]1C(OC(C)(C)C)=O)=[O:6].FC(F)(F)C(O)=O.[C:36]([O:40][C:41]([NH:43][C@@H:44]([CH2:48][O:49][CH2:50][C:51]1([CH3:55])[CH2:54][O:53][CH2:52]1)C(O)=O)=[O:42])([CH3:39])([CH3:38])[CH3:37].C(N(CC)C(C)C)(C)C.C[NH3+].F[P-](F)(F)(F)(F)F.N1(OC(N(C)C)=[N+](C)C)C2N=CC=CC=2N=N1.F[P-](F)(F)(F)(F)F. (3) Given the product [OH:22][CH2:21][C@@:20]([NH:19][C:8]([C:5]1[CH:4]=[C:3]([CH2:11][C:12]2[CH:17]=[CH:16][C:15]([F:18])=[CH:14][CH:13]=2)[C:2]([Cl:1])=[CH:7][N:6]=1)=[O:10])([CH3:26])[CH:23]([CH3:25])[CH3:24], predict the reactants needed to synthesize it. The reactants are: [Cl:1][C:2]1[C:3]([CH2:11][C:12]2[CH:17]=[CH:16][C:15]([F:18])=[CH:14][CH:13]=2)=[CH:4][C:5]([C:8]([OH:10])=O)=[N:6][CH:7]=1.[NH2:19][C@:20]([CH3:26])([CH:23]([CH3:25])[CH3:24])[CH2:21][OH:22]. (4) Given the product [CH3:17][O:16][C:12]1[CH:13]=[C:14]([N+:18]([O-:20])=[O:19])[CH:15]=[C:3]([O:2][CH3:1])[C:4]=1[O:5][CH2:6][C:7]([O:9][CH2:10][CH3:11])=[O:8], predict the reactants needed to synthesize it. The reactants are: [CH3:1][O:2][C:3]1[CH:15]=[CH:14][CH:13]=[C:12]([O:16][CH3:17])[C:4]=1[O:5][CH2:6][C:7]([O:9][CH2:10][CH3:11])=[O:8].[N+:18]([O-])([OH:20])=[O:19].